This data is from Catalyst prediction with 721,799 reactions and 888 catalyst types from USPTO. The task is: Predict which catalyst facilitates the given reaction. (1) Reactant: [C:1]([O:5][C@@H:6]([C:12]1[C:27]([CH3:28])=[CH:26][C:15]2[N:16]=[C:17]([C:19]3[CH:24]=[CH:23][N:22]=[C:21](Cl)[CH:20]=3)[S:18][C:14]=2[C:13]=1[C:29]1[CH:34]=[CH:33][C:32]([Cl:35])=[CH:31][CH:30]=1)[C:7]([O:9][CH2:10][CH3:11])=[O:8])([CH3:4])([CH3:3])[CH3:2].[N:36]1[C:45]2[C:44](=[O:46])[NH:43][CH:42]=[CH:41][C:40]=2[CH:39]=[CH:38][CH:37]=1.C([O-])([O-])=O.[Cs+].[Cs+]. Product: [C:1]([O:5][C@@H:6]([C:12]1[C:27]([CH3:28])=[CH:26][C:15]2[N:16]=[C:17]([C:19]3[CH:24]=[CH:23][N:22]=[C:21]([N:43]4[C:44](=[O:46])[C:45]5[N:36]=[CH:37][CH:38]=[CH:39][C:40]=5[CH:41]=[CH:42]4)[CH:20]=3)[S:18][C:14]=2[C:13]=1[C:29]1[CH:30]=[CH:31][C:32]([Cl:35])=[CH:33][CH:34]=1)[C:7]([O:9][CH2:10][CH3:11])=[O:8])([CH3:2])([CH3:4])[CH3:3]. The catalyst class is: 31. (2) Reactant: [CH:1]1([N:6]2[C:10]3[N:11]=[C:12]4[CH2:19][NH:18][CH2:17][CH2:16][N:13]4[C:14](=[O:15])[C:9]=3[CH:8]=[N:7]2)[CH2:5][CH2:4][CH2:3][CH2:2]1.[CH3:20][O:21][C:22]1[CH:29]=[CH:28][C:25]([CH:26]=O)=[CH:24][CH:23]=1.[Na]. Product: [CH:1]1([N:6]2[C:10]3[N:11]=[C:12]4[CH2:19][N:18]([CH2:26][C:25]5[CH:28]=[CH:29][C:22]([O:21][CH3:20])=[CH:23][CH:24]=5)[CH2:17][CH2:16][N:13]4[C:14](=[O:15])[C:9]=3[CH:8]=[N:7]2)[CH2:5][CH2:4][CH2:3][CH2:2]1. The catalyst class is: 4. (3) Reactant: [CH3:1][C:2]1([CH3:24])[CH2:7][C:6]([CH3:9])([CH3:8])[CH2:5][CH:4]([C:10]2[CH:23]=[CH:22][C:13]([O:14][CH2:15][CH:16]3[O:20][C:19]([NH2:21])=[N:18][CH2:17]3)=[CH:12][CH:11]=2)[CH2:3]1.CC1(C)CC(C)(C)CC(C2C=CC(O)=CC=2)C1.C([C@@H]1OC1)Cl.C([O:49][C:50](=O)[C:51]#[C:52][CH2:53][F:54])C. Product: [F:54][CH2:53][C:52]1[N:18]2[CH2:17][C@@H:16]([CH2:15][O:14][C:13]3[CH:12]=[CH:11][C:10]([CH:4]4[CH2:5][C:6]([CH3:8])([CH3:9])[CH2:7][C:2]([CH3:24])([CH3:1])[CH2:3]4)=[CH:23][CH:22]=3)[O:20][C:19]2=[N:21][C:50](=[O:49])[CH:51]=1. The catalyst class is: 22. (4) Reactant: Cl[C:2]1[N:3]=[C:4]([N:15]2[CH2:20][CH2:19][O:18][CH2:17][CH2:16]2)[C:5]2[S:10][C:9]([C:11]([OH:14])([CH3:13])[CH3:12])=[N:8][C:6]=2[N:7]=1.C(=O)([O-])[O-].[Na+].[Na+].[C:27](#[N:29])[CH3:28]. Product: [NH2:7][C:2]1[N:3]=[CH:4][C:28]([C:2]2[N:3]=[C:4]([N:15]3[CH2:20][CH2:19][O:18][CH2:17][CH2:16]3)[C:5]3[S:10][C:9]([C:11]([OH:14])([CH3:13])[CH3:12])=[N:8][C:6]=3[N:7]=2)=[CH:27][N:29]=1. The catalyst class is: 235. (5) Reactant: [C:1]([C:5]1[CH:11]=[CH:10][C:8]([NH2:9])=[CH:7][CH:6]=1)([CH3:4])([CH3:3])[CH3:2].FC(F)(F)C(O)=O.[O:19]1[CH:24]=[CH:23][CH2:22][CH2:21][CH2:20]1.[OH:25][C:26]1[CH:27]=[C:28]([CH:31]=[CH:32][CH:33]=1)[CH:29]=O.NC1C=CC=CC=1. Product: [C:1]([C:5]1[CH:6]=[CH:7][C:8]2[NH:9][CH:29]([C:28]3[CH:27]=[C:26]([OH:25])[CH:33]=[CH:32][CH:31]=3)[CH:21]3[CH2:22][CH2:23][CH2:24][O:19][CH:20]3[C:10]=2[CH:11]=1)([CH3:4])([CH3:2])[CH3:3]. The catalyst class is: 10.